Dataset: Catalyst prediction with 721,799 reactions and 888 catalyst types from USPTO. Task: Predict which catalyst facilitates the given reaction. (1) The catalyst class is: 3. Reactant: FC(F)(F)C(O)=O.[Br:8][C:9]1[CH:14]=[CH:13][N:12]=[C:11]2[NH:15][C:16]([CH2:18][C:19]([OH:21])=O)=[CH:17][C:10]=12.ON1C2C=CC=CC=2N=N1.CN(C)CCCN=C=NCC.C(N(CC)C(C)C)(C)C.[CH3:52][O:53][C:54]1[CH:59]=[CH:58][CH:57]=[C:56]([NH2:60])[CH:55]=1. Product: [Br:8][C:9]1[CH:14]=[CH:13][N:12]=[C:11]2[NH:15][C:16]([CH2:18][C:19]([NH:60][C:56]3[CH:57]=[CH:58][CH:59]=[C:54]([O:53][CH3:52])[CH:55]=3)=[O:21])=[CH:17][C:10]=12. (2) Reactant: C([O:3][C:4](=[O:24])[CH2:5][CH2:6][CH2:7][CH2:8][CH2:9][CH2:10][O:11][C:12]1[CH:17]=[CH:16][C:15]([C:18]2[CH:23]=[CH:22][CH:21]=[CH:20][CH:19]=2)=[CH:14][CH:13]=1)C.O.[OH-].[Li+]. Product: [C:15]1([C:18]2[CH:19]=[CH:20][CH:21]=[CH:22][CH:23]=2)[CH:16]=[CH:17][C:12]([O:11][CH2:10][CH2:9][CH2:8][CH2:7][CH2:6][CH2:5][C:4]([OH:24])=[O:3])=[CH:13][CH:14]=1. The catalyst class is: 20. (3) Reactant: C(=O)([O-])[O-].[K+].[K+].[OH:7][C:8]1[CH:21]=[CH:20][C:11]2[C:12]([C:16]([NH:18][CH3:19])=[O:17])=[C:13]([CH3:15])[O:14][C:10]=2[CH:9]=1.[Cl:22][C:23]1[N:28]=[C:27](Cl)[CH:26]=[CH:25][N:24]=1.O. Product: [Cl:22][C:23]1[N:28]=[C:27]([O:7][C:8]2[CH:21]=[CH:20][C:11]3[C:12]([C:16]([NH:18][CH3:19])=[O:17])=[C:13]([CH3:15])[O:14][C:10]=3[CH:9]=2)[CH:26]=[CH:25][N:24]=1. The catalyst class is: 3. (4) Reactant: [Cl:1][C:2]1([F:24])[CH:10]=[C:9]([Cl:11])[CH:8]=[C:7]2[C:3]1=[C:4]([CH2:17][CH2:18][C:19]([O:21]CC)=[O:20])[CH:5]([C:12]([O:14]CC)=[O:13])[NH:6]2.O.O.O.[OH-].[Li+]. The catalyst class is: 30. Product: [C:19]([CH2:18][CH2:17][C:4]1[CH:5]([C:12]([OH:14])=[O:13])[NH:6][C:7]2[C:3]=1[C:2]([Cl:1])([F:24])[CH:10]=[C:9]([Cl:11])[CH:8]=2)([OH:21])=[O:20]. (5) Reactant: [NH:1]([C:28]([O:30][CH2:31][CH:32]1[C:44]2[C:39](=[CH:40][CH:41]=[CH:42][CH:43]=2)[C:38]2[C:33]1=[CH:34][CH:35]=[CH:36][CH:37]=2)=[O:29])[C@H:2]([C:25]([OH:27])=[O:26])[CH2:3][CH2:4][CH2:5][CH2:6][NH:7][C:8]([CH2:10][CH2:11][CH2:12][CH2:13][CH2:14][CH2:15][CH2:16][CH2:17][CH2:18][CH2:19][CH2:20][CH2:21][CH2:22][CH2:23][CH3:24])=[O:9].O[C:46]1[C:54]2N=NN[C:50]=2[CH:49]=[CH:48][CH:47]=1.[CH3:55]N(C)CCCN=C=NCC.Cl.C(N(C(C)C)C(C)C)C. Product: [CH2:55]([O:26][C:25](=[O:27])[C@@H:2]([NH:1][C:28]([O:30][CH2:31][CH:32]1[C:33]2[CH:34]=[CH:35][CH:36]=[CH:37][C:38]=2[C:39]2[C:44]1=[CH:43][CH:42]=[CH:41][CH:40]=2)=[O:29])[CH2:3][CH2:4][CH2:5][CH2:6][NH:7][C:8](=[O:9])[CH2:10][CH2:11][CH2:12][CH2:13][CH2:14][CH2:15][CH2:16][CH2:17][CH2:18][CH2:19][CH2:20][CH2:21][CH2:22][CH2:23][CH3:24])[C:46]1[CH:54]=[CH:50][CH:49]=[CH:48][CH:47]=1. The catalyst class is: 2. (6) Reactant: [OH:1][C:2]1[CH:7]=[C:6]([OH:8])[CH:5]=[C:4]([OH:9])[CH:3]=1.CC#N.Cl.[CH2:14]([O:16]CC)[CH3:15]. Product: [OH:1][C:2]1[CH:7]=[C:6]([OH:8])[CH:5]=[C:4]([OH:9])[C:3]=1[C:14](=[O:16])[CH3:15]. The catalyst class is: 530. (7) Reactant: [CH2:1](N(CC)CC)C.[CH3:8][C:9]1[CH:14]=[C:13]([OH:15])[CH:12]=[CH:11][C:10]=1[CH2:16][C:17]([OH:19])=[O:18].[F:20][C:21]([F:34])([F:33])[S:22](O[S:22]([C:21]([F:34])([F:33])[F:20])(=[O:24])=[O:23])(=[O:24])=[O:23]. Product: [CH3:1][O:18][C:17](=[O:19])[CH2:16][C:10]1[CH:11]=[CH:12][C:13]([O:15][S:22]([C:21]([F:34])([F:33])[F:20])(=[O:24])=[O:23])=[CH:14][C:9]=1[CH3:8]. The catalyst class is: 2. (8) Product: [Cl:1][C:2]1[CH:7]=[CH:6][C:5]([CH2:8][C:9]2[C:18]3[C:13](=[CH:14][CH:15]=[CH:16][CH:17]=3)[C:12](=[O:19])[N:11]([CH2:20][C@@H:21]3[CH2:25][CH2:24][CH2:23][NH:22]3)[N:10]=2)=[CH:4][CH:3]=1. The catalyst class is: 12. Reactant: [Cl:1][C:2]1[CH:7]=[CH:6][C:5]([CH2:8][C:9]2[C:18]3[C:13](=[CH:14][CH:15]=[CH:16][CH:17]=3)[C:12](=[O:19])[N:11]([CH2:20][C@@H:21]3[CH2:25][CH2:24][CH2:23][N:22]3C(OC(C)(C)C)=O)[N:10]=2)=[CH:4][CH:3]=1.Cl. (9) Reactant: [C:1]([CH2:4][CH2:5][C:6]1[CH:14]=[CH:13][C:9]([C:10]([OH:12])=[O:11])=[CH:8][CH:7]=1)([OH:3])=O.[Al+3].[Cl-].[Cl-].[Cl-].[Na+].[Cl-].Cl. Product: [O:3]=[C:1]1[C:14]2[C:6](=[CH:7][CH:8]=[C:9]([C:10]([OH:12])=[O:11])[CH:13]=2)[CH2:5][CH2:4]1. The catalyst class is: 13.